From a dataset of Peptide-MHC class I binding affinity with 185,985 pairs from IEDB/IMGT. Regression. Given a peptide amino acid sequence and an MHC pseudo amino acid sequence, predict their binding affinity value. This is MHC class I binding data. (1) The binding affinity (normalized) is 0.0847. The peptide sequence is APRARTAAF. The MHC is HLA-A69:01 with pseudo-sequence HLA-A69:01. (2) The peptide sequence is STFEHQKL. The MHC is H-2-Kb with pseudo-sequence H-2-Kb. The binding affinity (normalized) is 0.816. (3) The peptide sequence is MMIMIKFMGV. The MHC is HLA-A02:01 with pseudo-sequence HLA-A02:01. The binding affinity (normalized) is 0.555. (4) The MHC is H-2-Db with pseudo-sequence H-2-Db. The binding affinity (normalized) is 0.988. The peptide sequence is MQLRNTCPL. (5) The peptide sequence is RAIEAQQHL. The MHC is HLA-A29:02 with pseudo-sequence HLA-A29:02. The binding affinity (normalized) is 0.